Dataset: Reaction yield outcomes from USPTO patents with 853,638 reactions. Task: Predict the reaction yield, written as a fraction of the theoretical maximum amount of product (1.0 means a 100% yield; for example, 0.34 means a 34% yield). (1) The reactants are [CH3:1][O:2][C:3](=[O:12])[C@H:4]([CH2:6][C:7]1[N:11]=[CH:10][NH:9][CH:8]=1)[NH2:5].C([O-])(=O)C.[Na+].O=[CH:19][CH2:20][NH:21][C:22](=[O:28])[O:23][C:24]([CH3:27])([CH3:26])[CH3:25].C([BH3-])#N.[Na+].Cl.C(=O)([O-])[O-].[Na+].[Na+]. The catalyst is CO. The product is [C:24]([O:23][C:22]([NH:21][CH2:20][CH2:19][NH:5][C@@H:4]([CH2:6][C:7]1[N:11]=[CH:10][NH:9][CH:8]=1)[C:3]([O:2][CH3:1])=[O:12])=[O:28])([CH3:27])([CH3:26])[CH3:25]. The yield is 0.790. (2) The reactants are [OH:1][C:2]1[CH:3]=[C:4]([S:11]([N:14]([CH2:20][C:21]2[CH:26]=[CH:25][C:24]([O:27][CH3:28])=[CH:23][CH:22]=2)[C:15]2[S:16][CH:17]=[CH:18][N:19]=2)(=[O:13])=[O:12])[CH:5]=[CH:6][C:7]=1[N+:8]([O-])=O. The catalyst is CC(O)=O.[Fe]. The product is [NH2:8][C:7]1[CH:6]=[CH:5][C:4]([S:11]([N:14]([CH2:20][C:21]2[CH:26]=[CH:25][C:24]([O:27][CH3:28])=[CH:23][CH:22]=2)[C:15]2[S:16][CH:17]=[CH:18][N:19]=2)(=[O:12])=[O:13])=[CH:3][C:2]=1[OH:1]. The yield is 0.662. (3) The reactants are [N+:1]([C:4]1[CH:5]=[CH:6][CH:7]=[C:8]2[C:13]=1[N:12]=[CH:11][CH:10]=[CH:9]2)([O-])=O.[OH-].[Na+]. The catalyst is C(O)(=O)C.C(Cl)Cl.C([O-])(O)=O.[Na+].[Pt]=O. The product is [NH2:1][C:4]1[CH:5]=[CH:6][CH:7]=[C:8]2[C:13]=1[NH:12][CH2:11][CH2:10][CH2:9]2. The yield is 0.790. (4) The reactants are C([N:8]([CH2:54][C@@H:55]([C:64]1[CH:73]=[CH:72][C:71]([O:74]CC2C=CC=CC=2)=[C:70]2[C:65]=1[CH:66]=[CH:67][C:68](=[O:82])[NH:69]2)[O:56][Si:57]([C:60]([CH3:63])([CH3:62])[CH3:61])([CH3:59])[CH3:58])[CH2:9][CH2:10][C:11]1[CH:16]=[CH:15][C:14]([NH:17][C:18]([C:20]2[CH:21]=[C:22]([CH2:26][NH:27][C:28]([CH2:30][CH2:31][N:32]3[CH2:37][CH2:36][CH:35]([O:38][C:39](=[O:53])[NH:40][C:41]4[CH:46]=[CH:45][CH:44]=[CH:43][C:42]=4[C:47]4[CH:52]=[CH:51][CH:50]=[CH:49][CH:48]=4)[CH2:34][CH2:33]3)=[O:29])[CH:23]=[CH:24][CH:25]=2)=[O:19])=[CH:13][CH:12]=1)C1C=CC=CC=1. The catalyst is CCO.CC(O)=O.[Pd]. The product is [Si:57]([O:56][C@H:55]([C:64]1[CH:73]=[CH:72][C:71]([OH:74])=[C:70]2[C:65]=1[CH:66]=[CH:67][C:68](=[O:82])[NH:69]2)[CH2:54][NH:8][CH2:9][CH2:10][C:11]1[CH:12]=[CH:13][C:14]([NH:17][C:18]([C:20]2[CH:21]=[C:22]([CH2:26][NH:27][C:28]([CH2:30][CH2:31][N:32]3[CH2:37][CH2:36][CH:35]([O:38][C:39](=[O:53])[NH:40][C:41]4[CH:46]=[CH:45][CH:44]=[CH:43][C:42]=4[C:47]4[CH:52]=[CH:51][CH:50]=[CH:49][CH:48]=4)[CH2:34][CH2:33]3)=[O:29])[CH:23]=[CH:24][CH:25]=2)=[O:19])=[CH:15][CH:16]=1)([C:60]([CH3:63])([CH3:61])[CH3:62])([CH3:59])[CH3:58]. The yield is 0.760. (5) The reactants are [C:1]([C:4]1[CH:5]=[C:6]([C:14]2[S:18][C:17]([C:19]([NH:21][C@H:22]3[CH2:25][C@H:24]([C:26]([O:28][CH3:29])=[O:27])[CH2:23]3)=[O:20])=[N:16][C:15]=2[CH2:30][CH:31]2[CH2:36][CH2:35][CH2:34][CH2:33][CH2:32]2)[CH:7]=[C:8]([C:10]([CH3:13])([CH3:12])[CH3:11])[CH:9]=1)(=[O:3])[CH3:2].[CH3:37][Mg+].[Br-]. The catalyst is C1COCC1. The product is [C:10]([C:8]1[CH:7]=[C:6]([C:14]2[S:18][C:17]([C:19]([NH:21][C@H:22]3[CH2:25][C@H:24]([C:26]([O:28][CH3:29])=[O:27])[CH2:23]3)=[O:20])=[N:16][C:15]=2[CH2:30][CH:31]2[CH2:32][CH2:33][CH2:34][CH2:35][CH2:36]2)[CH:5]=[C:4]([C:1]([OH:3])([CH3:37])[CH3:2])[CH:9]=1)([CH3:12])([CH3:13])[CH3:11]. The yield is 0.500. (6) The reactants are [CH3:1][C@@:2]1([C:16]([O:18][C:19]([CH3:22])([CH3:21])[CH3:20])=[O:17])[CH2:6][C:5](=[O:7])[N:4]([C@@H:8]([C:10]2[CH:15]=[CH:14][CH:13]=[CH:12][CH:11]=2)[CH3:9])[CH2:3]1.P(OCC)(OCC)[O:24]CC.C[Si]([N-][Si](C)(C)C)(C)C.[Li+]. The catalyst is O1CCCC1. The product is [OH:24][CH:6]1[C:5](=[O:7])[N:4]([C@@H:8]([C:10]2[CH:15]=[CH:14][CH:13]=[CH:12][CH:11]=2)[CH3:9])[CH2:3][C@:2]1([CH3:1])[C:16]([O:18][C:19]([CH3:21])([CH3:20])[CH3:22])=[O:17]. The yield is 0.740.